Dataset: Full USPTO retrosynthesis dataset with 1.9M reactions from patents (1976-2016). Task: Predict the reactants needed to synthesize the given product. (1) Given the product [C:8]12([CH2:18][C:20]3[CH:21]=[CH:22][C:23]([C:26]([NH:28][C:29]4[CH:38]=[CH:37][C:36]([Cl:39])=[CH:35][C:30]=4[C:31]([O:33][CH3:34])=[O:32])=[O:27])=[CH:24][CH:25]=3)[CH2:9][CH:10]3[CH2:11][CH:12]([CH2:13][CH:14]([CH2:16]3)[CH2:15]1)[CH2:17]2.[C:8]12([CH:18]([O:2][C:1](=[O:7])[C:3]([F:6])([F:5])[F:4])[C:20]3[CH:21]=[CH:22][C:23]([C:26]([NH:28][C:29]4[CH:38]=[CH:37][C:36]([Cl:39])=[CH:35][C:30]=4[C:31]([O:33][CH3:34])=[O:32])=[O:27])=[CH:24][CH:25]=3)[CH2:9][CH:10]3[CH2:11][CH:12]([CH2:13][CH:14]([CH2:16]3)[CH2:15]1)[CH2:17]2, predict the reactants needed to synthesize it. The reactants are: [C:1]([OH:7])([C:3]([F:6])([F:5])[F:4])=[O:2].[C:8]12([C:18]([C:20]3[CH:25]=[CH:24][C:23]([C:26]([NH:28][C:29]4[CH:38]=[CH:37][C:36]([Cl:39])=[CH:35][C:30]=4[C:31]([O:33][CH3:34])=[O:32])=[O:27])=[CH:22][CH:21]=3)=O)[CH2:17][CH:12]3[CH2:13][CH:14]([CH2:16][CH:10]([CH2:11]3)[CH2:9]1)[CH2:15]2.C([SiH](CC)CC)C. (2) Given the product [F:1][C:2]1[C:3]([C:21]2[CH:26]=[C:25]([F:27])[CH:24]=[CH:23][C:22]=2[O:28][CH3:29])=[C:4]2[CH:10]=[C:9]([C:11]3[CH2:16][CH2:15][N:14]([CH2:17][C:18]([N:71]4[CH2:76][CH2:75][CH:74]([OH:77])[CH2:73][CH2:72]4)=[O:19])[CH2:13][CH:12]=3)[NH:8][C:5]2=[N:6][CH:7]=1, predict the reactants needed to synthesize it. The reactants are: [F:1][C:2]1[C:3]([C:21]2[CH:26]=[C:25]([F:27])[CH:24]=[CH:23][C:22]=2[O:28][CH3:29])=[C:4]2[CH:10]=[C:9]([C:11]3[CH2:16][CH2:15][N:14]([CH2:17][C:18](O)=[O:19])[CH2:13][CH:12]=3)[NH:8][C:5]2=[N:6][CH:7]=1.F[P-](F)(F)(F)(F)F.N1(O[P+](N2CCCC2)(N2CCCC2)N2CCCC2)C2C=CC=CC=2N=N1.C(N(CC)CC)C.Cl.[NH:71]1[CH2:76][CH2:75][CH:74]([OH:77])[CH2:73][CH2:72]1. (3) Given the product [Br:23][C:3]1[C:4]2[C:9](=[CH:8][CH:7]=[CH:6][CH:5]=2)[NH:1][C:2]=1[C:10]1[C:11](=[O:22])[NH:12][N:13]=[C:14]([C:16]2[CH:21]=[CH:20][N:19]=[CH:18][CH:17]=2)[CH:15]=1, predict the reactants needed to synthesize it. The reactants are: [NH:1]1[C:9]2[C:4](=[CH:5][CH:6]=[CH:7][CH:8]=2)[CH:3]=[C:2]1[C:10]1[C:11](=[O:22])[NH:12][N:13]=[C:14]([C:16]2[CH:21]=[CH:20][N:19]=[CH:18][CH:17]=2)[CH:15]=1.[Br:23]N1C(=O)CCC1=O. (4) Given the product [CH3:33][C:34]1[CH:35]=[CH:36][C:37]([C:38]([NH:40][C:41]2[CH:42]=[CH:43][C:44]([C:47]3[CH:55]=[C:54]4[C:50]([CH2:51][N:52]([C:57]5([C:61]([OH:63])=[O:62])[CH2:58][CH2:59][CH2:60]5)[C:53]4=[O:56])=[CH:49][CH:48]=3)=[CH:45][CH:46]=2)=[O:39])=[CH:65][CH:66]=1, predict the reactants needed to synthesize it. The reactants are: C(NC1C=CC(C2C=C3C(CN([C@@H](C(C)C)C(O)=O)C3=O)=CC=2)=CC=1)(=O)C1C=CC=CC=1.[CH3:33][C:34]1[CH:66]=[CH:65][C:37]([C:38]([NH:40][C:41]2[CH:46]=[CH:45][C:44]([C:47]3[CH:55]=[C:54]4[C:50]([CH2:51][N:52]([C:57]5([C:61]([O:63]C)=[O:62])[CH2:60][CH2:59][CH2:58]5)[C:53]4=[O:56])=[CH:49][CH:48]=3)=[CH:43][CH:42]=2)=[O:39])=[CH:36][CH:35]=1. (5) Given the product [CH2:1]([NH:8][C:9]1[CH:18]=[C:17]2[C:12]([N:13]=[C:14]([NH:29][CH2:28][CH2:27][CH2:30][OH:31])[C:15]3[N:16]2[CH:19]=[CH:20][N:21]=3)=[CH:11][C:10]=1[C:23]([F:26])([F:25])[F:24])[C:2]1[CH:7]=[CH:6][CH:5]=[CH:4][CH:3]=1, predict the reactants needed to synthesize it. The reactants are: [CH2:1]([NH:8][C:9]1[CH:18]=[C:17]2[C:12]([N:13]=[C:14](Cl)[C:15]3[N:16]2[CH:19]=[CH:20][N:21]=3)=[CH:11][C:10]=1[C:23]([F:26])([F:25])[F:24])[C:2]1[CH:7]=[CH:6][CH:5]=[CH:4][CH:3]=1.[CH2:27]([CH2:30][OH:31])[CH2:28][NH2:29].C(N(C(C)C)CC)(C)C. (6) Given the product [OH:19][CH2:18][C:13]1[NH:14][C:15]2[C:11]([CH:12]=1)=[CH:10][C:9]([C:7]#[N:8])=[CH:17][CH:16]=2, predict the reactants needed to synthesize it. The reactants are: [H-].[H-].[H-].[H-].[Li+].[Al+3].[C:7]([C:9]1[CH:10]=[C:11]2[C:15](=[CH:16][CH:17]=1)[NH:14][C:13]([C:18](OCC)=[O:19])=[CH:12]2)#[N:8].CO. (7) Given the product [CH2:25]([N:14]1[C:15]2[C:11](=[CH:10][C:9]([O:8][CH2:1][C:2]3[CH:3]=[CH:4][CH:5]=[CH:6][CH:7]=3)=[CH:17][CH:16]=2)[CH:12]=[CH:13]1)[CH2:26][CH2:27][CH2:28][CH2:29][CH2:30][CH2:31][CH3:32], predict the reactants needed to synthesize it. The reactants are: [CH2:1]([O:8][C:9]1[CH:10]=[C:11]2[C:15](=[CH:16][CH:17]=1)[NH:14][CH:13]=[CH:12]2)[C:2]1[CH:7]=[CH:6][CH:5]=[CH:4][CH:3]=1.CC([O-])(C)C.[K+].Br[CH2:25][CH2:26][CH2:27][CH2:28][CH2:29][CH2:30][CH2:31][CH3:32]. (8) Given the product [CH2:2]([N:9]1[CH2:14][CH2:13][C:12]2[C:15]([OH:17])=[N:21][NH:22][C:11]=2[CH2:10]1)[C:3]1[CH:8]=[CH:7][CH:6]=[CH:5][CH:4]=1, predict the reactants needed to synthesize it. The reactants are: Cl.[CH2:2]([N:9]1[CH2:14][CH2:13][CH:12]([C:15]([O:17]CC)=O)[C:11](=O)[CH2:10]1)[C:3]1[CH:8]=[CH:7][CH:6]=[CH:5][CH:4]=1.[NH2:21][NH2:22].